From a dataset of Catalyst prediction with 721,799 reactions and 888 catalyst types from USPTO. Predict which catalyst facilitates the given reaction. (1) The catalyst class is: 19. Product: [NH2:16][C:13]1[CH:14]=[N:15][C:10]2[N:11]([CH:27]=[C:8]([C:5]3[CH:6]=[CH:7][C:2]([F:1])=[C:3]([NH:28][C:29]([N:31]4[CH2:35][CH2:34][CH2:33][CH2:32]4)=[O:30])[CH:4]=3)[N:9]=2)[CH:12]=1. Reactant: [F:1][C:2]1[CH:7]=[CH:6][C:5]([C:8]2[N:9]=[C:10]3[N:15]=[CH:14][C:13]([NH:16]C(=O)OCC4C=CC=CC=4)=[CH:12][N:11]3[CH:27]=2)=[CH:4][C:3]=1[NH:28][C:29]([N:31]1[CH2:35][CH2:34][CH2:33][CH2:32]1)=[O:30].C([SiH](CC)CC)C. (2) Reactant: Cl.[NH2:2][C@@H:3]([CH:8]1[CH2:12][CH2:11][CH2:10][CH2:9]1)[C:4]([O:6][CH3:7])=[O:5].Cl[C:14](Cl)([O:16]C(=O)OC(Cl)(Cl)Cl)Cl. Product: [CH:8]1([C@H:3]([N:2]=[C:14]=[O:16])[C:4]([O:6][CH3:7])=[O:5])[CH2:12][CH2:11][CH2:10][CH2:9]1. The catalyst class is: 326. (3) Reactant: [CH3:1][O:2][C:3]1[CH:8]=[CH:7][C:6]([CH:9]2[CH2:14][CH2:13][C:12](=[O:15])[CH2:11][CH2:10]2)=[CH:5][CH:4]=1.CCC(C)[BH-](C(C)CC)C(C)CC.[Li+]. Product: [CH3:1][O:2][C:3]1[CH:4]=[CH:5][C:6]([C@@H:9]2[CH2:14][CH2:13][C@H:12]([OH:15])[CH2:11][CH2:10]2)=[CH:7][CH:8]=1. The catalyst class is: 1. (4) Reactant: C[O:2][C:3](=[O:30])[C:4]([CH3:29])([NH:6][C:7]([C:9]1[CH:18]=[CH:17][C:16]2[C:11](=[CH:12][CH:13]=[CH:14][CH:15]=2)[C:10]=1[CH:19]=[CH:20][CH2:21][CH2:22][C:23]1[CH:28]=[CH:27][CH:26]=[CH:25][CH:24]=1)=[O:8])[CH3:5].[OH-].[Na+]. Product: [CH3:29][C:4]([NH:6][C:7]([C:9]1[CH:18]=[CH:17][C:16]2[C:11](=[CH:12][CH:13]=[CH:14][CH:15]=2)[C:10]=1[CH:19]=[CH:20][CH2:21][CH2:22][C:23]1[CH:24]=[CH:25][CH:26]=[CH:27][CH:28]=1)=[O:8])([CH3:5])[C:3]([OH:30])=[O:2]. The catalyst class is: 92. (5) Reactant: O[C:2]1[CH:3]=[C:4]([CH:7]=[C:8]([OH:10])[CH:9]=1)[C:5]#[N:6].Br[CH2:12][CH2:13][CH2:14][CH2:15][CH2:16][CH2:17][CH2:18][CH2:19][CH2:20][CH2:21][CH2:22][CH2:23][CH2:24][CH2:25][CH3:26].[C:27](=[O:30])([O-])[O-].[K+].[K+].[CH3:33][C:34]([CH3:36])=O. Product: [CH2:12]([O:10][C:8]1[CH:7]=[C:4]([CH:3]=[C:2]([O:30][CH2:27][CH2:33][CH2:34][CH2:36][CH2:22][CH2:21][CH2:20][CH2:19][CH2:18][CH2:17][CH2:16][CH2:15][CH2:14][CH2:13][CH3:12])[CH:9]=1)[C:5]#[N:6])[CH2:13][CH2:14][CH2:15][CH2:16][CH2:17][CH2:18][CH2:19][CH2:20][CH2:21][CH2:22][CH2:23][CH2:24][CH2:25][CH3:26]. The catalyst class is: 6.